From a dataset of Forward reaction prediction with 1.9M reactions from USPTO patents (1976-2016). Predict the product of the given reaction. Given the reactants [CH2:1]([O:8][C@H:9]([C@@H:21]([CH2:26][O:27][CH2:28][C:29]1[CH:34]=[CH:33][CH:32]=[CH:31][CH:30]=1)[O:22][CH2:23][O:24][CH3:25])[C@H:10]([O:17][CH2:18][O:19][CH3:20])[C@H:11]([OH:16])[C@@H:12]([OH:15])[CH2:13][OH:14])[C:2]1[CH:7]=[CH:6][CH:5]=[CH:4][CH:3]=1.[CH2:35]([O:42][CH2:43][C@H:44]([C@H:49]([C@H:58]([C@H:63]([C@@H:65]([CH2:67][OH:68])[OH:66])[OH:64])[O:59][CH2:60][O:61][CH3:62])[O:50][CH2:51][C:52]1[CH:57]=[CH:56][CH:55]=[CH:54][CH:53]=1)[O:45][CH2:46][O:47][CH3:48])[C:36]1[CH:41]=[CH:40][CH:39]=[CH:38][CH:37]=1, predict the reaction product. The product is: [CH2:1]([O:8][C@H:9]([C@@H:21]([CH2:26][O:27][CH2:28][C:29]1[CH:34]=[CH:33][CH:32]=[CH:31][CH:30]=1)[O:22][CH2:23][O:24][CH3:25])[C@H:10]([O:17][CH2:18][O:19][CH3:20])[C@H:11]([O:16][CH2:10][O:17][CH3:18])[C@@H:12]([O:15][CH2:1][O:8][CH3:9])[CH2:13][O:14][CH2:35][O:42][CH3:43])[C:2]1[CH:7]=[CH:6][CH:5]=[CH:4][CH:3]=1.[CH2:35]([O:42][CH2:43][C@H:44]([C@H:49]([C@H:58]([C@H:63]([C@@H:65]([CH2:67][O:68][CH2:10][O:17][CH3:18])[O:66][CH2:1][O:8][CH3:9])[O:64][CH2:1][O:8][CH3:9])[O:59][CH2:60][O:61][CH3:62])[O:50][CH2:51][C:52]1[CH:53]=[CH:54][CH:55]=[CH:56][CH:57]=1)[O:45][CH2:46][O:47][CH3:48])[C:36]1[CH:41]=[CH:40][CH:39]=[CH:38][CH:37]=1.